This data is from Full USPTO retrosynthesis dataset with 1.9M reactions from patents (1976-2016). The task is: Predict the reactants needed to synthesize the given product. (1) Given the product [N:1]([C:2]1[CH:7]=[CH:6][CH:5]=[CH:4][CH:3]=1)=[N+:12]=[N-:13], predict the reactants needed to synthesize it. The reactants are: [NH2:1][C:2]1[CH:7]=[CH:6][CH:5]=[CH:4][CH:3]=1.N([O-])=O.[Na+].[N-:12]=[N+:13]=[N-].[Na+]. (2) Given the product [ClH:26].[OH:25][CH2:24][CH2:23][NH:22][CH2:21][CH2:20][O:19][C:15]1[CH:16]=[C:17]([CH3:18])[N:13]([C:8]2[CH:9]=[C:10]3[C:5](=[CH:6][CH:7]=2)[CH:4]=[C:3]([OH:2])[CH:12]=[CH:11]3)[N:14]=1, predict the reactants needed to synthesize it. The reactants are: C[O:2][C:3]1[CH:4]=[C:5]2[C:10](=[CH:11][CH:12]=1)[CH:9]=[C:8]([N:13]1[C:17]([CH3:18])=[CH:16][C:15]([O:19][CH2:20][CH2:21][NH:22][CH2:23][CH2:24][OH:25])=[N:14]1)[CH:7]=[CH:6]2.[ClH:26]. (3) The reactants are: [CH:1]1[C:13]2[CH2:12][C:11]3[C:6](=[CH:7][CH:8]=[CH:9][CH:10]=3)[C:5]=2[CH:4]=[CH:3][CH:2]=1.CCCCCC.C([Li])CCC.[C:25]([C:29]1[CH:30]=[C:31]([CH3:37])[C:32](=[C:34]([CH3:36])[CH3:35])[CH:33]=1)([CH3:28])([CH3:27])[CH3:26]. Given the product [C:25]([C:29]1[CH:30]=[C:31]([CH3:37])[CH:32]([C:34]([C:1]2[C:13]3[CH2:12][C:11]4[C:6](=[CH:7][CH:8]=[CH:9][CH:10]=4)[C:5]=3[CH:4]=[CH:3][CH:2]=2)([CH3:36])[CH3:35])[CH:33]=1)([CH3:28])([CH3:27])[CH3:26], predict the reactants needed to synthesize it. (4) Given the product [O:13]=[C:14]([OH:26])[C@@H:15]([C@H:17]([C@H:19]([C@@H:21]([C:23]([OH:25])=[O:24])[OH:22])[OH:20])[OH:18])[OH:16].[NH2:1][CH2:2][CH2:3][CH2:4][O:5][C:6]1[CH:7]=[C:8]([NH2:12])[CH:9]=[CH:10][CH:11]=1.[NH2:1][CH2:2][CH2:3][CH2:4][O:5][C:6]1[CH:7]=[C:8]([NH2:12])[CH:9]=[CH:10][CH:11]=1, predict the reactants needed to synthesize it. The reactants are: [NH2:1][CH2:2][CH2:3][CH2:4][O:5][C:6]1[CH:7]=[C:8]([NH2:12])[CH:9]=[CH:10][CH:11]=1.[O:13]=[C:14]([OH:26])[C@@H:15]([C@H:17]([C@H:19]([C@@H:21]([C:23]([OH:25])=[O:24])[OH:22])[OH:20])[OH:18])[OH:16].O. (5) The reactants are: [C:1]([O:7][CH3:8])(=[O:6])[C:2]([O:4]C)=O.[F:9][C:10]1[CH:15]=[CH:14][C:13]([C:16](=[O:18])[CH3:17])=[CH:12][CH:11]=1.C[O-].[Na+].Cl. Given the product [F:9][C:10]1[CH:15]=[CH:14][C:13]([C:16](=[O:18])[CH2:17][C:2](=[O:4])[C:1]([O:7][CH3:8])=[O:6])=[CH:12][CH:11]=1, predict the reactants needed to synthesize it. (6) Given the product [C:23]([O:22][C:20]([NH:19][C:9]1[C:8]([NH:7][C:6]([O:5][C:1]([CH3:2])([CH3:3])[CH3:4])=[O:27])=[CH:13][C:12]([S:14][S:28]([C:31]2[CH:37]=[CH:36][C:34]([CH3:35])=[CH:33][CH:32]=2)(=[O:30])=[O:29])=[C:11]([C:15]([CH3:16])([CH3:17])[CH3:18])[CH:10]=1)=[O:21])([CH3:26])([CH3:25])[CH3:24], predict the reactants needed to synthesize it. The reactants are: [C:1]([O:5][C:6](=[O:27])[NH:7][C:8]1[CH:13]=[C:12]([SH:14])[C:11]([C:15]([CH3:18])([CH3:17])[CH3:16])=[CH:10][C:9]=1[NH:19][C:20]([O:22][C:23]([CH3:26])([CH3:25])[CH3:24])=[O:21])([CH3:4])([CH3:3])[CH3:2].[S:28](Br)([C:31]1[CH:37]=[CH:36][C:34]([CH3:35])=[CH:33][CH:32]=1)(=[O:30])=[O:29].N1C=CC=CC=1. (7) Given the product [N+:1]([C:4]1[CH:5]=[N:6][CH:7]=[CH:8][C:9]=1[C:10]1[O:15][C@H:14]([CH:16]=[O:17])[C@@H:13]([O:18][Si:19]([CH:26]([CH3:27])[CH3:28])([CH:20]([CH3:21])[CH3:22])[CH:23]([CH3:24])[CH3:25])[C@H:12]([O:29][Si:30]([CH:31]([CH3:33])[CH3:32])([CH:34]([CH3:36])[CH3:35])[CH:37]([CH3:39])[CH3:38])[CH:11]=1)([O-:3])=[O:2], predict the reactants needed to synthesize it. The reactants are: [N+:1]([C:4]1[CH:5]=[N:6][CH:7]=[CH:8][C:9]=1[C:10]1[O:15][C@H:14]([CH2:16][OH:17])[C@@H:13]([O:18][Si:19]([CH:26]([CH3:28])[CH3:27])([CH:23]([CH3:25])[CH3:24])[CH:20]([CH3:22])[CH3:21])[C@H:12]([O:29][Si:30]([CH:37]([CH3:39])[CH3:38])([CH:34]([CH3:36])[CH3:35])[CH:31]([CH3:33])[CH3:32])[CH:11]=1)([O-:3])=[O:2].CC(OI1(OC(C)=O)(OC(C)=O)OC(=O)C2C=CC=CC1=2)=O. (8) Given the product [N:4]1[C:3]([CH2:2][O:14][CH2:15][C:16]([OH:18])=[O:17])=[CH:11][N:6]2[CH:7]=[CH:8][CH:9]=[CH:10][C:5]=12, predict the reactants needed to synthesize it. The reactants are: Cl[CH2:2][C:3]1[N:4]=[C:5]2[CH:10]=[CH:9][CH:8]=[CH:7][N:6]2[CH:11]=1.[I-].[Na+].[OH:14][CH2:15][C:16]([O:18]CC)=[O:17].[H-].[Na+].ICC1N=C2C=CC=CN2C=1. (9) Given the product [CH2:24](/[N:27]=[CH:7]/[C:9]1[S:13][C:12]([C:14]2[S:18][C:17]([NH:19][C:20](=[O:22])[CH3:21])=[N:16][C:15]=2[CH3:23])=[CH:11][CH:10]=1)[CH:25]=[CH2:26], predict the reactants needed to synthesize it. The reactants are: S([O-])([O-])(=O)=O.[Mg+2].[CH:7]([C:9]1[S:13][C:12]([C:14]2[S:18][C:17]([NH:19][C:20](=[O:22])[CH3:21])=[N:16][C:15]=2[CH3:23])=[CH:11][CH:10]=1)=O.[CH2:24]([NH2:27])[CH:25]=[CH2:26].C(O)(=O)C. (10) The reactants are: C[O:2][C:3]([C:5]1[CH:6]=[C:7]2[C:12](=[CH:13][CH:14]=1)[NH:11][CH:10]([C:15]1[CH:20]=[CH:19][C:18]([F:21])=[C:17]([NH:22][C:23](=[O:27])[CH:24]([CH3:26])[CH3:25])[CH:16]=1)[C:9]([CH3:29])([CH3:28])[CH2:8]2)=[O:4].[OH-].[Na+]. Given the product [F:21][C:18]1[CH:19]=[CH:20][C:15]([CH:10]2[C:9]([CH3:28])([CH3:29])[CH2:8][C:7]3[C:12](=[CH:13][CH:14]=[C:5]([C:3]([OH:4])=[O:2])[CH:6]=3)[NH:11]2)=[CH:16][C:17]=1[NH:22][C:23](=[O:27])[CH:24]([CH3:25])[CH3:26], predict the reactants needed to synthesize it.